From a dataset of Reaction yield outcomes from USPTO patents with 853,638 reactions. Predict the reaction yield, written as a fraction of the theoretical maximum amount of product (1.0 means a 100% yield; for example, 0.34 means a 34% yield). (1) The yield is 0.770. The reactants are [Cl:1][C:2]1[CH:10]=[CH:9][C:8]([OH:11])=[CH:7][C:3]=1[C:4]([NH2:6])=[O:5].C(=O)([O-])[O-].[K+].[K+].[CH2:18](Br)[CH3:19]. The product is [Cl:1][C:2]1[CH:10]=[CH:9][C:8]([O:11][CH2:18][CH3:19])=[CH:7][C:3]=1[C:4]([NH2:6])=[O:5]. The catalyst is CN(C=O)C. (2) The reactants are [Br:1][C:2]1[CH:7]=[CH:6][C:5]([C:8]2[S:12][C:11]3[CH:13]=[C:14]([O:17]C)[CH:15]=[CH:16][C:10]=3[CH:9]=2)=[CH:4][CH:3]=1.B(Br)(Br)Br. The yield is 0.880. The product is [Br:1][C:2]1[CH:7]=[CH:6][C:5]([C:8]2[S:12][C:11]3[CH:13]=[C:14]([OH:17])[CH:15]=[CH:16][C:10]=3[CH:9]=2)=[CH:4][CH:3]=1. No catalyst specified. (3) The reactants are [CH:1]1([C:4]([C:6]2[CH:11]=[CH:10][C:9]([CH2:12][C:13]([OH:15])=[O:14])=[CH:8][CH:7]=2)=[O:5])[CH2:3][CH2:2]1.[CH3:16]O. The catalyst is S(=O)(=O)(O)O. The product is [CH:1]1([C:4]([C:6]2[CH:11]=[CH:10][C:9]([CH2:12][C:13]([O:15][CH3:16])=[O:14])=[CH:8][CH:7]=2)=[O:5])[CH2:2][CH2:3]1. The yield is 0.680.